Dataset: Forward reaction prediction with 1.9M reactions from USPTO patents (1976-2016). Task: Predict the product of the given reaction. (1) Given the reactants Cl[C:2]1[C:7]([C:8]([O:10][CH3:11])=[O:9])=[CH:6][N:5]=[C:4]([Cl:12])[CH:3]=1.[O-:13][CH2:14]C.[Na+], predict the reaction product. The product is: [Cl:12][C:4]1[CH:3]=[C:2]([O:13][CH3:14])[C:7]([C:8]([O:10][CH3:11])=[O:9])=[CH:6][N:5]=1. (2) Given the reactants [NH2:1][C:2]1[CH:9]=[CH:8][C:5]([C:6]#[N:7])=[CH:4][CH:3]=1.[C:10]1([CH3:19])[CH:15]=[CH:14][C:13]([C:16](Cl)=[O:17])=[CH:12][CH:11]=1.O, predict the reaction product. The product is: [C:6]([C:5]1[CH:8]=[CH:9][C:2]([NH:1][C:16](=[O:17])[C:13]2[CH:14]=[CH:15][C:10]([CH3:19])=[CH:11][CH:12]=2)=[CH:3][CH:4]=1)#[N:7]. (3) The product is: [F:43][C:21]1[CH:22]=[C:23]([CH2:24][NH:25][C:26]2[C:31]3[CH:32]4[O:40][CH2:39][CH2:38][CH2:37][N:33]4[C:34](=[O:36])[NH:35][C:30]=3[N:29]=[CH:28][CH:27]=2)[CH:41]=[CH:42][C:20]=1[NH:19][C:1](=[O:9])[C:2]1[CH:3]=[CH:4][CH:5]=[CH:6][CH:7]=1. Given the reactants [C:1]([OH:9])(=O)[C:2]1[CH:7]=[CH:6][CH:5]=[CH:4][CH:3]=1.CCN(C(C)C)C(C)C.[NH2:19][C:20]1[CH:42]=[CH:41][C:23]([CH2:24][NH:25][C:26]2[C:31]3[CH:32]4[O:40][CH2:39][CH2:38][CH2:37][N:33]4[C:34](=[O:36])[NH:35][C:30]=3[N:29]=[CH:28][CH:27]=2)=[CH:22][C:21]=1[F:43], predict the reaction product. (4) Given the reactants [F:1][C:2]1[C:7]([F:8])=[CH:6][C:5]([F:9])=[CH:4][C:3]=1B(O)O.[I:13][C:14]1[N:15]=[CH:16][NH:17][CH:18]=1, predict the reaction product. The product is: [I:13][C:14]1[N:15]=[CH:16][N:17]([C:3]2[CH:4]=[C:5]([F:9])[CH:6]=[C:7]([F:8])[C:2]=2[F:1])[CH:18]=1. (5) Given the reactants [N+:1]([C:4]1[CH:9]=[CH:8][C:7]([NH:10][CH2:11][CH2:12][CH2:13][CH2:14][NH:15][S:16]([CH3:19])(=[O:18])=[O:17])=[CH:6][CH:5]=1)([O-])=O.[Cl-].[NH4+].[OH2:22].C([OH:25])C, predict the reaction product. The product is: [S:16]([OH:18])([OH:25])(=[O:17])=[O:22].[NH2:1][C:4]1[CH:9]=[CH:8][C:7]([NH:10][CH2:11][CH2:12][CH2:13][CH2:14][NH:15][S:16]([CH3:19])(=[O:18])=[O:17])=[CH:6][CH:5]=1.[S:16]([O-:18])([O-:25])(=[O:17])=[O:22].[S:16](=[O:18])(=[O:25])([OH:17])[OH:22].